This data is from Forward reaction prediction with 1.9M reactions from USPTO patents (1976-2016). The task is: Predict the product of the given reaction. (1) The product is: [OH:17][C:14]1[CH:13]=[CH:12][C:11]([N:10]([CH2:19][C:20]2[CH:21]=[CH:22][C:23]([C:24]#[N:25])=[CH:26][CH:27]=2)[N:5]2[CH:9]=[CH:8][N:7]=[CH:6]2)=[CH:16][CH:15]=1. Given the reactants B(Br)(Br)Br.[N:5]1([N:10]([CH2:19][C:20]2[CH:27]=[CH:26][C:23]([C:24]#[N:25])=[CH:22][CH:21]=2)[C:11]2[CH:16]=[CH:15][C:14]([O:17]C)=[CH:13][CH:12]=2)[CH:9]=[CH:8][N:7]=[CH:6]1.C([O-])(O)=O.[Na+], predict the reaction product. (2) Given the reactants [OH:1][C:2]1[C:7]2[CH:8]=[CH:9][C:10]([OH:12])=[CH:11][C:6]=2[O:5][C:4](=[O:13])[CH:3]=1.[N+:14]([C:17]1[CH:18]=[C:19]([CH:22]=[CH:23][CH:24]=1)[CH:20]=O)([O-:16])=[O:15].C(N(CC)CC)C.C(O)=O.Cl, predict the reaction product. The product is: [OH:1][C:2]1[C:7]2[CH:8]=[CH:9][C:10]([OH:12])=[CH:11][C:6]=2[O:5][C:4](=[O:13])[C:3]=1[CH2:20][C:19]1[CH:22]=[CH:23][CH:24]=[C:17]([N+:14]([O-:16])=[O:15])[CH:18]=1. (3) Given the reactants N[C@H](C(O)=O)CC(=O)O.[NH:10](C(OCC1C2C(=CC=CC=2)C2C1=CC=CC=2)=O)[C@H:11]([C:20]([OH:22])=[O:21])[CH2:12][C:13](=[O:19])[O:14][C:15]([CH3:18])([CH3:17])[CH3:16], predict the reaction product. The product is: [NH2:10][C@H:11]([C:20]([OH:22])=[O:21])[CH2:12][C:13](=[O:19])[O:14][C:15]([CH3:18])([CH3:16])[CH3:17]. (4) Given the reactants [CH3:1][C@H:2]1[O:7][C@@H:6]([CH3:8])[CH2:5][N:4]([CH2:9][C:10]2[O:14][C:13]([C:15]3[CH:23]=[C:22]([C:24]4[CH:25]=[C:26]([NH:32][S:33]([CH3:36])(=[O:35])=[O:34])[C:27]([O:30][CH3:31])=[N:28][CH:29]=4)[CH:21]=[C:20]4[C:16]=3[CH:17]=[N:18][N:19]4S(C3C=CC=CC=3)(=O)=O)=[N:12][N:11]=2)[CH2:3]1.[OH-].[Na+], predict the reaction product. The product is: [CH3:8][C@H:6]1[O:7][C@@H:2]([CH3:1])[CH2:3][N:4]([CH2:9][C:10]2[O:14][C:13]([C:15]3[CH:23]=[C:22]([C:24]4[CH:25]=[C:26]([NH:32][S:33]([CH3:36])(=[O:35])=[O:34])[C:27]([O:30][CH3:31])=[N:28][CH:29]=4)[CH:21]=[C:20]4[C:16]=3[CH:17]=[N:18][NH:19]4)=[N:12][N:11]=2)[CH2:5]1. (5) Given the reactants Cl[CH2:2][CH2:3][CH2:4][CH:5]([C:15]1[S:16][CH:17]=[CH:18][CH:19]=1)[O:6][C:7]1[CH:12]=[C:11]([Cl:13])[CH:10]=[CH:9][C:8]=1[Cl:14].[I-:20].[Na+], predict the reaction product. The product is: [Cl:14][C:8]1[CH:9]=[CH:10][C:11]([Cl:13])=[CH:12][C:7]=1[O:6][CH:5]([C:15]1[S:16][CH:17]=[CH:18][CH:19]=1)[CH2:4][CH2:3][CH2:2][I:20]. (6) Given the reactants [C:1]([O:5][C:6](=[O:13])[NH:7][CH2:8][CH2:9][N:10]=[N+]=[N-])([CH3:4])([CH3:3])[CH3:2].[N+:14]([C:17]1[CH:27]=[CH:26][C:20]([CH2:21][O:22][C:23](Cl)=[O:24])=[CH:19][CH:18]=1)([O-:16])=[O:15].C(N(CC)CC)C, predict the reaction product. The product is: [N+:14]([C:17]1[CH:18]=[CH:19][C:20]([CH2:21][O:22][C:23](=[O:24])[NH:10][CH2:9][CH2:8][NH:7][C:6]([O:5][C:1]([CH3:4])([CH3:3])[CH3:2])=[O:13])=[CH:26][CH:27]=1)([O-:16])=[O:15]. (7) The product is: [CH:1]1[CH:2]=[CH:3][N:4]2[CH2:10][C:9]3[CH:11]=[CH:12][CH:13]=[CH:14][C:8]=3[N:7]([C:15]([C:17]3[CH:22]=[CH:21][C:20]([C:39]4[CH2:44][CH2:43][CH2:42][CH2:41][CH:40]=4)=[C:19]([CH3:32])[CH:18]=3)=[O:16])[CH2:6][C:5]=12. Given the reactants [CH:1]1[CH:2]=[CH:3][N:4]2[CH2:10][C:9]3[CH:11]=[CH:12][CH:13]=[CH:14][C:8]=3[N:7]([C:15]([C:17]3[CH:22]=[CH:21][C:20](B4OC(C)(C)C(C)(C)O4)=[C:19]([CH3:32])[CH:18]=3)=[O:16])[CH2:6][C:5]=12.FC(F)(F)S(O[C:39]1[CH2:44][CH2:43][CH2:42][CH2:41][CH:40]=1)(=O)=O.C(=O)([O-])[O-].[Na+].[Na+], predict the reaction product. (8) Given the reactants Cl[C:2]1[C:11]2[C:6](=[CH:7][CH:8]=[C:9]([F:12])[CH:10]=2)[N:5]([CH2:13][C:14]2[CH:19]=[CH:18][C:17]([F:20])=[CH:16][CH:15]=2)[C:4](=[O:21])[C:3]=1[C:22]#[N:23].[NH:24]1[CH2:29][CH2:28][NH:27][CH2:26][CH2:25]1, predict the reaction product. The product is: [F:12][C:9]1[CH:10]=[C:11]2[C:6](=[CH:7][CH:8]=1)[N:5]([CH2:13][C:14]1[CH:19]=[CH:18][C:17]([F:20])=[CH:16][CH:15]=1)[C:4](=[O:21])[C:3]([C:22]#[N:23])=[C:2]2[N:24]1[CH2:29][CH2:28][NH:27][CH2:26][CH2:25]1. (9) Given the reactants Cl[C:2]1[CH:7]=[C:6]([NH:8][CH:9]2[CH2:11][CH2:10]2)[N:5]2[N:12]=[CH:13][C:14]([CH:15]=[O:16])=[C:4]2[N:3]=1.[C:17]([N:24]1[CH2:29][CH2:28][NH:27][CH2:26][CH2:25]1)([O:19][C:20]([CH3:23])([CH3:22])[CH3:21])=[O:18].C(=O)([O-])[O-].[K+].[K+].C(N(C(C)C)CC)(C)C, predict the reaction product. The product is: [CH:9]1([NH:8][C:6]2[N:5]3[N:12]=[CH:13][C:14]([CH:15]=[O:16])=[C:4]3[N:3]=[C:2]([N:27]3[CH2:26][CH2:25][N:24]([C:17]([O:19][C:20]([CH3:23])([CH3:22])[CH3:21])=[O:18])[CH2:29][CH2:28]3)[CH:7]=2)[CH2:11][CH2:10]1. (10) Given the reactants [CH3:1][N:2]1[C:10]([S:11][CH3:12])=[N:9][C:8]2[C:3]1=[N:4][CH:5]=[N:6][C:7]=2[O:13][C@H:14]1[CH2:18][CH2:17][N:16]([C:19](=[O:22])[CH2:20][CH3:21])[CH2:15]1.CC(O)=[O:25].[O-][Mn](=O)(=O)=O.[K+].OO.[OH2:35], predict the reaction product. The product is: [CH3:1][N:2]1[C:10]([S:11]([CH3:12])(=[O:25])=[O:35])=[N:9][C:8]2[C:3]1=[N:4][CH:5]=[N:6][C:7]=2[O:13][C@H:14]1[CH2:18][CH2:17][N:16]([C:19](=[O:22])[CH2:20][CH3:21])[CH2:15]1.